The task is: Predict the product of the given reaction.. This data is from Forward reaction prediction with 1.9M reactions from USPTO patents (1976-2016). (1) Given the reactants Cl.[CH3:2][N:3]([CH3:9])[C:4](=[O:8])[CH2:5][NH:6][CH3:7].C(N(CC)CC)C.[CH3:17][C:18]1([CH3:28])[O:22]/[C:21](=[CH:23]\[C:24](Cl)=[O:25])/[C:20](=[O:27])[O:19]1, predict the reaction product. The product is: [CH3:17][C:18]1([CH3:28])[O:22]/[C:21](=[CH:23]\[C:24]([N:6]([CH3:7])[CH2:5][C:4]([N:3]([CH3:9])[CH3:2])=[O:8])=[O:25])/[C:20](=[O:27])[O:19]1. (2) Given the reactants C(C1NC=CN=1)(C1NC=CN=1)=O.[F:13][C:14]1[CH:15]=[C:16]([CH:20]=[C:21]([I:24])[C:22]=1[CH3:23])[C:17]([OH:19])=[O:18].[C:25](O)([CH3:28])([CH3:27])[CH3:26].O, predict the reaction product. The product is: [F:13][C:14]1[CH:15]=[C:16]([CH:20]=[C:21]([I:24])[C:22]=1[CH3:23])[C:17]([O:19][C:25]([CH3:28])([CH3:27])[CH3:26])=[O:18].